Dataset: Experimentally validated miRNA-target interactions with 360,000+ pairs, plus equal number of negative samples. Task: Binary Classification. Given a miRNA mature sequence and a target amino acid sequence, predict their likelihood of interaction. (1) The miRNA is mmu-miR-467g with sequence UAUACAUACACACACAUAUAU. The protein sequence of the target gene is MKRVNSCVKDEEHVLEELETEGERQLKSLLQHQLDTSVSIEECVSKKKSFAPGTMYKPFGKEAAGTMTLSQFQTLHEKDQETASLRELGLNETEILIWKSHVSGEKRTKLRATPEAIQKRLEDIKERISERQRILCLPQRFSKSKQLTRREMEIEKSLFQGTDRHSFLKALYYQDEPPKKNKGDPMNNLEHFYRETIMKKRLEEFQLLRGESFACHSLVSAASVSGSGTAEKPSLLQDKGKQAAQGKGPRLHVAKLIDFPTEQYWTGPKTLKQPIEFIPEDEIQRNRLSEEEIRNIPMFS.... Result: 1 (interaction). (2) The miRNA is hsa-let-7d-5p with sequence AGAGGUAGUAGGUUGCAUAGUU. The protein sequence of the target gene is MEDPFEEADQPTTEPGMVLDSVEAGDTTPPTKRKSKFSGFGKIFKPWKWRKKKSSDKFKETSEVLERKISMRKPREELVKRGVLLEDPEQGGEDPGKPSDAMLKNGHTTPIGNARSSSPVQVEEEPVRLASLRKAIPEEDLKKRLGSTGSQPNSEAESVPENVPKPPLLPPKRPLSSSHEASEGQAKDATSSGGTARFIISTSITTAPAATTAATSLAKTVNLSVTPSPAPRTLPAAPASTNTTATPSLTHMVPAKQPPIPPPKPAHRNSNPVIAELSQAINSGTLLSKPSPPLPPKRGI.... Result: 1 (interaction). (3) The miRNA is dme-miR-279-3p with sequence UGACUAGAUCCACACUCAUUAA. The protein sequence of the target gene is MYQSLAMAANHGPPPGAYEAGGPGAFMHSAGAASSPVYVPTPRVPSSVLGLSYLQGGGSGAASGATSGGSSGAGPSGAGPGTQQGSPGWSQAGAEGAAYTPPPVSPRFSFPGTTGSLAAAAAAAAAREAAAYSSSGGAAGAGLAGREQYGRPGFAGSYSSPYPAYMADVGASWAAAAAASAGPFDSPVLHSLPGRANPARHPNLDMFDDFSEGRECVNCGAMSTPLWRRDGTGHYLCNACGLYHKMNGINRPLIKPQRRLSASRRVGLSCANCQTTTTTLWRRNAEGEPVCNACGLYMKL.... Result: 0 (no interaction). (4) The miRNA is cel-miR-789-3p with sequence UCCCUGCCUGGGUCACCAAUUGU. The protein sequence of the target gene is MSMLKPSGLKAPTKILKPGSTALKTPTAVVAPVEKTISSEKASSTPSSETQEEFVDDFRVGERVWVNGNKPGFIQFLGETQFAPGQWAGIVLDEPIGKNDGSVAGVRYFQCEPLKGIFTRPSKLTRKVQAEDEANGLQTTPASRATSPLCTSTASMVSSSPSTPSNIPQKPSQPAAKEPSATPPISNLTKTASESISNLSEAGSIKKGERELKIGDRVLVGGTKAGVVRFLGETDFAKGEWCGVELDEPLGKNDGAVAGTRYFQCQPKYGLFAPVHKVTKIGFPSTTPAKAKANAVRRVM.... Result: 0 (no interaction). (5) The miRNA is hsa-miR-4783-3p with sequence CCCCGGUGUUGGGGCGCGUCUGC. The protein sequence of the target gene is METRPRLGATCLLGFSFLLLVISSDGHNGLGKGFGDHIHWRTLEDGKKEAAASGLPLMVIIHKSWCGACKALKPKFAESTEISELSHNFVMVNLEDEEEPKDEDFSPDGGYIPRILFLDPSGKVHPEIINENGNPSYKYFYVSAEQVVQGMKEAQERLTGDAFRKKHLEDEL. Result: 0 (no interaction).